The task is: Predict the product of the given reaction.. This data is from Forward reaction prediction with 1.9M reactions from USPTO patents (1976-2016). The product is: [F:13][C:11]([F:14])([F:12])[C:7]1[CH:8]=[CH:9][N:10]2[CH:16]=[CH:17][N:1]=[C:2]2[C:3]=1[C:4]([OH:6])=[O:5]. Given the reactants [NH2:1][C:2]1[N:10]=[CH:9][CH:8]=[C:7]([C:11]([F:14])([F:13])[F:12])[C:3]=1[C:4]([OH:6])=[O:5].Cl[CH2:16][CH:17]=O, predict the reaction product.